From a dataset of Reaction yield outcomes from USPTO patents with 853,638 reactions. Predict the reaction yield, written as a fraction of the theoretical maximum amount of product (1.0 means a 100% yield; for example, 0.34 means a 34% yield). The reactants are [OH:1][C:2]([C:19]1[CH:24]=[CH:23][CH:22]=[CH:21][CH:20]=1)([C:13]1[CH:18]=[CH:17][CH:16]=[CH:15][CH:14]=1)[CH:3]1[CH2:8][CH2:7][N:6]([CH2:9][CH2:10][CH2:11][OH:12])[CH2:5][CH2:4]1.[CH3:25][C:26]1[CH:31]=[CH:30][C:29]([S:32](Cl)(=[O:34])=[O:33])=[CH:28][CH:27]=1. The catalyst is C(Cl)Cl. The product is [CH3:25][C:26]1[CH:31]=[CH:30][C:29]([S:32]([O:12][CH2:11][CH2:10][CH2:9][N:6]2[CH2:5][CH2:4][CH:3]([C:2]([OH:1])([C:19]3[CH:24]=[CH:23][CH:22]=[CH:21][CH:20]=3)[C:13]3[CH:14]=[CH:15][CH:16]=[CH:17][CH:18]=3)[CH2:8][CH2:7]2)(=[O:34])=[O:33])=[CH:28][CH:27]=1. The yield is 0.330.